Task: Regression/Classification. Given a drug SMILES string, predict its absorption, distribution, metabolism, or excretion properties. Task type varies by dataset: regression for continuous measurements (e.g., permeability, clearance, half-life) or binary classification for categorical outcomes (e.g., BBB penetration, CYP inhibition). For this dataset (lipophilicity_astrazeneca), we predict Y.. Dataset: Experimental lipophilicity measurements (octanol/water distribution) for 4,200 compounds from AstraZeneca (1) The drug is N#CC1(NC(=O)[C@@H]2CCCC[C@H]2C(=O)N2CCc3[nH]c4ncccc4c3C2)CC1. The Y is 2.13 logD. (2) The compound is Cc1cc(O)ccc1N1C(=O)c2ccc(O)cc2C1=O. The Y is 2.00 logD. (3) The drug is N=C(N)Nc1ccc(C(=O)Oc2ccc([N+](=O)[O-])cc2)cc1. The Y is 0.500 logD. (4) The compound is CNC(=O)c1c(F)cccc1Nc1nc(Nc2cc3c(cc2OC)CCN3C(=O)CN(C)C)nc2[nH]ccc12. The Y is 2.61 logD. (5) The compound is COc1ccnc(NC2CCN(C(=O)c3ccccc3)CC2)c1. The Y is 2.06 logD.